Dataset: Reaction yield outcomes from USPTO patents with 853,638 reactions. Task: Predict the reaction yield, written as a fraction of the theoretical maximum amount of product (1.0 means a 100% yield; for example, 0.34 means a 34% yield). (1) The reactants are F[C:2](F)(F)[S:3]([O:6][Si](C)(C)C)(=O)=[O:4].N1[CH2:18][CH2:17][CH2:16][CH2:15][CH2:14]1.[N:19]1[C:24]([CH3:25])=[CH:23][CH:22]=[CH:21][C:20]=1[CH3:26].[C:27](=[O:30])([OH:29])[O-:28].[Na+].[CH2:32]([N:34]([CH2:37][CH3:38])[CH2:35][CH3:36])[CH3:33].C(Br)[C:40]1[CH:45]=[CH:44][CH:43]=[CH:42]C=1.[CH2:47]1[CH2:51][O:50]C[CH2:48]1. The catalyst is C(Cl)Cl.CN(C=O)C. The product is [CH:14]1[C:2]([S:3]([NH2:19])(=[O:6])=[O:4])=[CH:18][CH:17]=[CH:16][CH:15]=1.[C:51]([OH:50])(=[O:4])/[CH:47]=[CH:48]/[C:27]([OH:29])=[O:30].[C:33]1([CH2:32][N:34]2[CH2:37][CH2:38][CH:17]([CH2:18][CH2:25][C:24]3[C:23]4[CH:22]=[CH:21][CH:20]=[CH:26][C:27]=4[O:28][N:19]=3)[CH2:36][CH2:35]2)[CH:42]=[CH:43][CH:44]=[CH:45][CH:40]=1. The yield is 0.490. (2) The reactants are Br[C:2]1[CH:7]=[CH:6][CH:5]=[C:4]([Br:8])[N:3]=1.N#N.[Br-].[CH:12]1([Zn+])[CH2:16][CH2:15][CH2:14][CH2:13]1. The catalyst is C1COCC1.[Cu]I.C1C=CC(P(C2C=CC=CC=2)[C-]2C=CC=C2)=CC=1.C1C=CC(P(C2C=CC=CC=2)[C-]2C=CC=C2)=CC=1.Cl[Pd]Cl.[Fe+2].C(Cl)Cl. The product is [Br:8][C:4]1[CH:5]=[CH:6][CH:7]=[C:2]([CH:12]2[CH2:16][CH2:15][CH2:14][CH2:13]2)[N:3]=1. The yield is 0.440. (3) The catalyst is [C-]#N.[C-]#N.[Zn+2].C1C=CC([P]([Pd]([P](C2C=CC=CC=2)(C2C=CC=CC=2)C2C=CC=CC=2)([P](C2C=CC=CC=2)(C2C=CC=CC=2)C2C=CC=CC=2)[P](C2C=CC=CC=2)(C2C=CC=CC=2)C2C=CC=CC=2)(C2C=CC=CC=2)C2C=CC=CC=2)=CC=1. The reactants are [C:1]([O:5][C:6](=[O:32])[NH:7][CH:8]1[CH2:13][CH2:12][N:11]([C:14]2[N:15]([CH3:31])[C:16](=[O:30])[C:17](Cl)=[C:18]([C:20]3[CH:25]=[CH:24][C:23]([C:26]#[N:27])=[C:22]([F:28])[CH:21]=3)[N:19]=2)[CH2:10][CH2:9]1)([CH3:4])([CH3:3])[CH3:2].[CH3:33][N:34](C=O)C. The yield is 0.330. The product is [C:1]([O:5][C:6](=[O:32])[NH:7][CH:8]1[CH2:13][CH2:12][N:11]([C:14]2[N:15]([CH3:31])[C:16](=[O:30])[C:17]([C:33]#[N:34])=[C:18]([C:20]3[CH:25]=[CH:24][C:23]([C:26]#[N:27])=[C:22]([F:28])[CH:21]=3)[N:19]=2)[CH2:10][CH2:9]1)([CH3:4])([CH3:3])[CH3:2]. (4) The reactants are [C:1]([C:5]1[CH:6]=[C:7]([C:16]2[O:17][C:18]([CH3:27])=[C:19]([CH2:21][C:22](OCC)=[O:23])[N:20]=2)[CH:8]=[C:9]([C:12]([CH3:15])([CH3:14])[CH3:13])[C:10]=1[OH:11])([CH3:4])([CH3:3])[CH3:2].[H-].[Al+3].[Li+].[H-].[H-].[H-].O.[OH-].[Na+]. The catalyst is O1CCCC1. The product is [C:1]([C:5]1[CH:6]=[C:7]([C:16]2[O:17][C:18]([CH3:27])=[C:19]([CH2:21][CH2:22][OH:23])[N:20]=2)[CH:8]=[C:9]([C:12]([CH3:15])([CH3:14])[CH3:13])[C:10]=1[OH:11])([CH3:2])([CH3:3])[CH3:4]. The yield is 0.920. (5) The reactants are [C:1]([NH2:9])(=[S:8])[C:2]1[CH:7]=[CH:6][CH:5]=[CH:4][CH:3]=1.Br[CH2:11][C:12]([C:14]1[CH:19]=[CH:18][C:17]([CH2:20][CH2:21][NH:22][C:23](=[O:25])[CH3:24])=[CH:16][CH:15]=1)=O. The catalyst is C(O)C. The product is [C:2]1([C:1]2[S:8][CH:11]=[C:12]([C:14]3[CH:19]=[CH:18][C:17]([CH2:20][CH2:21][NH:22][C:23](=[O:25])[CH3:24])=[CH:16][CH:15]=3)[N:9]=2)[CH:7]=[CH:6][CH:5]=[CH:4][CH:3]=1. The yield is 1.00.